From a dataset of Full USPTO retrosynthesis dataset with 1.9M reactions from patents (1976-2016). Predict the reactants needed to synthesize the given product. (1) Given the product [C:46]([O:45][C:43]([N:19]1[CH2:18][CH2:17][N:16]([C:22]2[CH:23]=[CH:24][C:25]3[O:29][C:28]([C:30]([O:32][CH2:33][CH3:34])=[O:31])=[CH:27][C:26]=3[CH:35]=2)[CH2:21][CH2:20]1)=[O:44])([CH3:49])([CH3:48])[CH3:47], predict the reactants needed to synthesize it. The reactants are: NC1C=CC2OC(C(OCC)=O)=CC=2C=1.[N:16]1([C:22]2[CH:23]=[CH:24][C:25]3[O:29][C:28]([C:30]([O:32][CH2:33][CH3:34])=[O:31])=[CH:27][C:26]=3[CH:35]=2)[CH2:21][CH2:20][NH:19][CH2:18][CH2:17]1.ClCCNCCCl.[C:43](O[C:43]([O:45][C:46]([CH3:49])([CH3:48])[CH3:47])=[O:44])([O:45][C:46]([CH3:49])([CH3:48])[CH3:47])=[O:44]. (2) Given the product [Cl:1][C:2]1[CH:7]=[CH:6][C:5]([NH:8][S:9]([C:12]2[CH:13]=[C:14]3[C:15](=[CH:16][CH:17]=2)[C:18]([CH3:19])([CH3:22])[O:44][C:38]3=[O:37])(=[O:10])=[O:11])=[C:4]([N:23]2[C:31]3[C:26](=[N:27][CH:28]=[CH:29][CH:30]=3)[N:25]=[N:24]2)[CH:3]=1, predict the reactants needed to synthesize it. The reactants are: [Cl:1][C:2]1[CH:7]=[CH:6][C:5]([NH:8][S:9]([C:12]2[CH:17]=[CH:16][C:15]([C:18]([CH3:22])(C)[CH2:19]C)=[CH:14][CH:13]=2)(=[O:11])=[O:10])=[C:4]([N:23]2[C:31]3[C:26](=[N:27][CH:28]=[CH:29][CH:30]=3)[N:25]=[N:24]2)[CH:3]=1.C[Mg]Cl.CC[O:37][CH2:38]C.Cl.C1C[O:44]CC1. (3) Given the product [CH3:42][CH:41]([CH3:43])/[CH:40]=[CH:31]/[C:12]([CH:14]1[CH2:15][CH2:16][N:17]([C:20]2[C:29]3[C:24](=[CH:25][CH:26]=[CH:27][CH:28]=3)[N:23]=[C:22]([CH3:30])[CH:21]=2)[CH2:18][CH2:19]1)=[O:13], predict the reactants needed to synthesize it. The reactants are: [Cl-].[Li+].C(OP(C[C:12]([CH:14]1[CH2:19][CH2:18][N:17]([C:20]2[C:29]3[C:24](=[CH:25][CH:26]=[CH:27][CH:28]=3)[N:23]=[C:22]([CH3:30])[CH:21]=2)[CH2:16][CH2:15]1)=[O:13])(OCC)=O)C.[CH:31](N(C(C)C)CC)(C)C.[CH:40](=O)[CH:41]([CH3:43])[CH3:42].[Cl-].[NH4+]. (4) Given the product [OH2:13].[NH3:3].[C:12]([C:11]1[C:2]([NH:16][C@@H:17]([CH2:18][C:19]([OH:21])=[O:20])[C:22]([OH:24])=[O:23])=[N:3][C:4]2[C:9]([CH:10]=1)=[CH:8][C:7]([Cl:15])=[CH:6][CH:5]=2)([OH:14])=[O:13], predict the reactants needed to synthesize it. The reactants are: Cl[C:2]1[C:11]([C:12]([OH:14])=[O:13])=[CH:10][C:9]2[C:4](=[CH:5][CH:6]=[C:7]([Cl:15])[CH:8]=2)[N:3]=1.[NH2:16][C@H:17]([C:22]([OH:24])=[O:23])[CH2:18][C:19]([OH:21])=[O:20]. (5) Given the product [C:1]([O:5][C:6]([N:8]1[CH2:13][CH2:12][CH2:11][C:10]2([N:18]([C:44]([O:46][CH2:47][C:48]3[CH:53]=[CH:52][CH:51]=[CH:50][CH:49]=3)=[O:45])[CH2:15][CH:14]2[CH3:17])[CH2:9]1)=[O:7])([CH3:4])([CH3:3])[CH3:2], predict the reactants needed to synthesize it. The reactants are: [C:1]([O:5][C:6]([N:8]1[CH2:13][CH2:12][CH2:11][C:10]([NH2:18])([CH:14]([CH3:17])[CH2:15]O)[CH2:9]1)=[O:7])([CH3:4])([CH3:3])[CH3:2].C1(P(C2C=CC=CC=2)C2C=CC=CC=2)C=CC=CC=1.C(Br)(Br)(Br)Br.Cl[C:44]([O:46][CH2:47][C:48]1[CH:53]=[CH:52][CH:51]=[CH:50][CH:49]=1)=[O:45]. (6) The reactants are: [C:1]([C:3]1[CH:8]=[CH:7][C:6]([C:9]2[C@@H:13]([CH3:14])[C@H:12]([CH2:15][C:16]([O:18]C)=[O:17])[N:11]([C:20]3[CH:25]=[CH:24][C:23]([O:26][CH:27]4[CH2:32][CH2:31][N:30]([C:33]5[CH:38]=[C:37]([O:39][CH2:40][CH3:41])[CH:36]=[CH:35][C:34]=5[F:42])[CH2:29][CH2:28]4)=[CH:22][CH:21]=3)[N:10]=2)=[CH:5][CH:4]=1)#[N:2].C(C[C@@H]1N(C2C=CC(OC3CCN(C4C=C(OCC)C=CC=4F)CC3)=CC=2)N=C(C2C=CC(C#N)=CC=2)[C@H]1C)#N.COC(C)=O.C(Cl)(C)=O. Given the product [C:1]([C:3]1[CH:8]=[CH:7][C:6]([C:9]2[C@@H:13]([CH3:14])[C@H:12]([CH2:15][C:16]([OH:18])=[O:17])[N:11]([C:20]3[CH:21]=[CH:22][C:23]([O:26][CH:27]4[CH2:28][CH2:29][N:30]([C:33]5[CH:38]=[C:37]([O:39][CH2:40][CH3:41])[CH:36]=[CH:35][C:34]=5[F:42])[CH2:31][CH2:32]4)=[CH:24][CH:25]=3)[N:10]=2)=[CH:5][CH:4]=1)#[N:2], predict the reactants needed to synthesize it. (7) Given the product [Br-:1].[Br:3][CH2:2][N+:5]1([CH3:4])[CH2:9][CH2:8][CH2:7][CH2:6]1, predict the reactants needed to synthesize it. The reactants are: [Br:1][CH2:2][Br:3].[CH3:4][N:5]1[CH2:9][CH2:8][CH2:7][CH2:6]1.